The task is: Regression. Given a peptide amino acid sequence and an MHC pseudo amino acid sequence, predict their binding affinity value. This is MHC class I binding data.. This data is from Peptide-MHC class I binding affinity with 185,985 pairs from IEDB/IMGT. (1) The peptide sequence is HHIPNGVVW. The MHC is HLA-B08:01 with pseudo-sequence HLA-B08:01. The binding affinity (normalized) is 0.0847. (2) The peptide sequence is IPYCNYSKY. The MHC is HLA-B53:01 with pseudo-sequence HLA-B53:01. The binding affinity (normalized) is 0.511. (3) The peptide sequence is RDITAFEGL. The MHC is HLA-B58:01 with pseudo-sequence HLA-B58:01. The binding affinity (normalized) is 0.0847.